Dataset: Catalyst prediction with 721,799 reactions and 888 catalyst types from USPTO. Task: Predict which catalyst facilitates the given reaction. The catalyst class is: 736. Product: [Br:1][C:2]1[CH:3]=[C:4]2[C:5](=[CH:6][CH:7]=1)[N:8]=[CH:9][C:10]([C:16](=[O:19])[CH2:17][CH3:18])=[C:11]2[OH:13]. Reactant: [Br:1][C:2]1[CH:7]=[CH:6][C:5]([NH:8][CH:9]=[C:10]([C:16](=[O:19])[CH2:17][CH3:18])[C:11]([O:13]CC)=O)=[CH:4][CH:3]=1.